From a dataset of Forward reaction prediction with 1.9M reactions from USPTO patents (1976-2016). Predict the product of the given reaction. Given the reactants Cl[C:2]1[N:10]=[C:9](Cl)[CH:8]=[CH:7][C:3]=1[C:4]([NH2:6])=[O:5].[O:12]([C:19]1[CH:24]=[CH:23][C:22]([OH:25])=[CH:21][CH:20]=1)[C:13]1[CH:18]=[CH:17][CH:16]=[CH:15][CH:14]=1.[CH3:26][N:27]([C@H:35]1[CH2:39][CH2:38][NH:37][CH2:36]1)[C:28](=[O:34])OC(C)(C)C.[C:40](O)(=O)[CH:41]=C, predict the reaction product. The product is: [C:28]([N:27]([CH3:26])[C@H:35]1[CH2:39][CH2:38][N:37]([C:9]2[CH:8]=[CH:7][C:3]([C:4]([NH2:6])=[O:5])=[C:2]([O:25][C:22]3[CH:21]=[CH:20][C:19]([O:12][C:13]4[CH:18]=[CH:17][CH:16]=[CH:15][CH:14]=4)=[CH:24][CH:23]=3)[N:10]=2)[CH2:36]1)(=[O:34])[CH:40]=[CH2:41].